Regression/Classification. Given a drug SMILES string, predict its toxicity properties. Task type varies by dataset: regression for continuous values (e.g., LD50, hERG inhibition percentage) or binary classification for toxic/non-toxic outcomes (e.g., AMES mutagenicity, cardiotoxicity, hepatotoxicity). Dataset: herg_karim. From a dataset of hERG potassium channel inhibition data for cardiac toxicity prediction from Karim et al.. (1) The drug is CO[C@@H]1COCC[C@@H]1N[C@@H]1C[C@H]2CCC[C@@]2(C(=O)N2CCc3ncc(C(F)(F)F)cc3C2)C1. The result is 0 (non-blocker). (2) The compound is COc1cc(-c2cn(C3CCc4ccccc4N(Cc4ccncc4)C3=O)nn2)ccc1-n1cnc(C)c1. The result is 1 (blocker). (3) The molecule is FC(F)(F)c1ccccc1CN(C1CCOCC1)C1CCNC1. The result is 1 (blocker).